From a dataset of Catalyst prediction with 721,799 reactions and 888 catalyst types from USPTO. Predict which catalyst facilitates the given reaction. (1) Product: [C:3]([C:5]1[CH:6]=[CH:7][C:8]([C:9]([NH:11][C:12]2[CH:13]=[C:14]3[C:18](=[CH:19][CH:20]=2)[NH:17][N:16]=[C:15]3/[CH:21]=[CH:22]/[C:23]2[CH:24]=[N:25][CH:26]=[CH:27][CH:28]=2)=[O:10])=[CH:29][CH:30]=1)([OH:4])=[O:2]. The catalyst class is: 83. Reactant: C[O:2][C:3]([C:5]1[CH:30]=[CH:29][C:8]([C:9]([NH:11][C:12]2[CH:13]=[C:14]3[C:18](=[CH:19][CH:20]=2)[NH:17][N:16]=[C:15]3/[CH:21]=[CH:22]/[C:23]2[CH:24]=[N:25][CH:26]=[CH:27][CH:28]=2)=[O:10])=[CH:7][CH:6]=1)=[O:4].[OH-].[Na+].O. (2) Reactant: [CH3:1][O:2][C:3]([C:5]1[CH:6]=[N:7][C:8]([N:11]2[CH2:16][CH2:15][N:14](C(OC(C)(C)C)=O)[CH2:13][CH2:12]2)=[N:9][CH:10]=1)=[O:4].[F:24][C:25]([F:30])([F:29])[C:26]([OH:28])=[O:27]. Product: [CH3:1][O:2][C:3]([C:5]1[CH:10]=[N:9][C:8]([N:11]2[CH2:16][CH2:15][NH:14][CH2:13][CH2:12]2)=[N:7][CH:6]=1)=[O:4].[C:26]([OH:28])([C:25]([F:30])([F:29])[F:24])=[O:27]. The catalyst class is: 4. (3) Reactant: [H-].[Na+].[CH3:3][O:4][C:5]1[CH:12]=[CH:11][C:8]([CH2:9][OH:10])=[CH:7][CH:6]=1.Cl[C:14]1[CH:15]=[CH:16][C:17]([N+:29]([O-:31])=[O:30])=[C:18]([CH2:20][NH:21][C:22](=[O:28])[O:23][C:24]([CH3:27])([CH3:26])[CH3:25])[CH:19]=1.O. Product: [CH3:3][O:4][C:5]1[CH:12]=[CH:11][C:8]([CH2:9][O:10][C:14]2[CH:15]=[CH:16][C:17]([N+:29]([O-:31])=[O:30])=[C:18]([CH2:20][NH:21][C:22](=[O:28])[O:23][C:24]([CH3:27])([CH3:25])[CH3:26])[CH:19]=2)=[CH:7][CH:6]=1. The catalyst class is: 3. (4) Reactant: [H-].C([Al+]CC(C)C)C(C)C.COCN[C:15]([CH:17]1[CH2:20][CH:19]([CH2:21][C:22]([CH3:25])([CH3:24])[CH3:23])[CH2:18]1)=[O:16].S(=O)(=O)(O)O. Product: [CH3:23][C:22]([CH3:25])([CH3:24])[CH2:21][CH:19]1[CH2:18][CH:17]([CH:15]=[O:16])[CH2:20]1. The catalyst class is: 11. (5) Reactant: [OH:1][C:2]1[CH:9]=[CH:8][C:5]([CH:6]=[O:7])=[CH:4][CH:3]=1.Cl[CH2:11][C:12]([N:14]1[CH2:19][CH2:18][O:17][CH2:16][CH2:15]1)=[O:13].C(=O)([O-])[O-].[K+].[K+]. Product: [CH:6]([C:5]1[CH:8]=[CH:9][C:2]([O:1][CH2:11][C:12]([N:14]2[CH2:19][CH2:18][O:17][CH2:16][CH2:15]2)=[O:13])=[CH:3][CH:4]=1)=[O:7]. The catalyst class is: 1.